The task is: Predict the product of the given reaction.. This data is from Forward reaction prediction with 1.9M reactions from USPTO patents (1976-2016). (1) Given the reactants CON(C)[C:4](=[O:19])[C:5]1[CH:10]=[CH:9][C:8]([C:11]([F:14])([F:13])[F:12])=[CH:7][C:6]=1[NH:15][CH2:16][CH2:17][CH3:18].[H-].[Al+3].[Li+].[H-].[H-].[H-], predict the reaction product. The product is: [CH2:16]([NH:15][C:6]1[CH:7]=[C:8]([C:11]([F:12])([F:13])[F:14])[CH:9]=[CH:10][C:5]=1[CH:4]=[O:19])[CH2:17][CH3:18]. (2) Given the reactants [C:9](O[C:9]([O:11][C:12]([CH3:15])([CH3:14])[CH3:13])=[O:10])([O:11][C:12]([CH3:15])([CH3:14])[CH3:13])=[O:10].[NH2:16][CH2:17][CH2:18][CH2:19][OH:20].O, predict the reaction product. The product is: [C:12]([O:11][C:9]([NH:16][CH2:17][CH2:18][CH2:19][OH:20])=[O:10])([CH3:13])([CH3:14])[CH3:15]. (3) Given the reactants Br[C:2]1[CH:7]=[CH:6][CH:5]=[C:4]([Br:8])[N:3]=1.[C:9](B(O)O)([CH3:11])=[CH2:10].COCCOC.C([O-])([O-])=O.[Na+].[Na+], predict the reaction product. The product is: [Br:8][C:4]1[CH:5]=[CH:6][CH:7]=[C:2]([C:9]([CH3:11])=[CH2:10])[N:3]=1. (4) Given the reactants [O:1]1[C:5]2[CH:6]=[CH:7][C:8]([OH:10])=[CH:9][C:4]=2[CH:3]=[CH:2]1.C(=O)([O-])[O-].[K+].[K+].[Cl:17][C:18]1[CH:23]=[C:22]([N+:24]([O-:26])=[O:25])[CH:21]=[CH:20][C:19]=1F, predict the reaction product. The product is: [Cl:17][C:18]1[CH:23]=[C:22]([N+:24]([O-:26])=[O:25])[CH:21]=[CH:20][C:19]=1[O:10][C:8]1[CH:7]=[CH:6][C:5]2[O:1][CH:2]=[CH:3][C:4]=2[CH:9]=1.